This data is from Full USPTO retrosynthesis dataset with 1.9M reactions from patents (1976-2016). The task is: Predict the reactants needed to synthesize the given product. (1) Given the product [C:1]([N:4]1[C:13]2[C:8](=[CH:9][C:10]([C:23]3[CH:28]=[CH:27][CH:26]=[CH:25][CH:24]=3)=[CH:11][CH:12]=2)[C@H:7]([NH:15][C:16](=[O:21])[O:17][CH:18]([CH3:20])[CH3:19])[CH2:6][C@@H:5]1[CH3:22])(=[O:3])[CH3:2], predict the reactants needed to synthesize it. The reactants are: [C:1]([N:4]1[C:13]2[C:8](=[CH:9][C:10](Br)=[CH:11][CH:12]=2)[C@H:7]([NH:15][C:16](=[O:21])[O:17][CH:18]([CH3:20])[CH3:19])[CH2:6][C@@H:5]1[CH3:22])(=[O:3])[CH3:2].[C:23]1(B(O)O)[CH:28]=[CH:27][CH:26]=[CH:25][CH:24]=1.C(=O)([O-])[O-].[K+].[K+]. (2) The reactants are: N(C(C1C=C(C(=C2CCNCC2)C2C=CC(C(N(CC)CC)=O)=CC=2)C=CC=1)=O)C1C=CC=CC=1.C(OC([N:43]1[CH2:48][CH2:47][C:46](=[C:49]([C:59]2[CH:64]=[CH:63][C:62]([C:65]([N:67]([CH2:70][CH3:71])[CH2:68][CH3:69])=[O:66])=[CH:61][CH:60]=2)[C:50]2[CH:51]=[C:52]([CH:56]=[CH:57][CH:58]=2)[C:53]([OH:55])=O)[CH2:45][CH2:44]1)=O)(C)(C)C.[CH3:72][NH:73][CH2:74][CH2:75][C:76]1[CH:81]=[CH:80][CH:79]=[CH:78][CH:77]=1.C(O)(C(F)(F)F)=O. Given the product [CH3:72][N:73]([CH2:74][CH2:75][C:76]1[CH:81]=[CH:80][CH:79]=[CH:78][CH:77]=1)[C:53]([C:52]1[CH:51]=[C:50]([C:49](=[C:46]2[CH2:45][CH2:44][NH:43][CH2:48][CH2:47]2)[C:59]2[CH:60]=[CH:61][C:62]([C:65]([N:67]([CH2:70][CH3:71])[CH2:68][CH3:69])=[O:66])=[CH:63][CH:64]=2)[CH:58]=[CH:57][CH:56]=1)=[O:55], predict the reactants needed to synthesize it.